Dataset: Forward reaction prediction with 1.9M reactions from USPTO patents (1976-2016). Task: Predict the product of the given reaction. (1) Given the reactants [Br:1][C:2]1[CH:3]=[C:4]([O:12][C:13]2[CH:18]=[CH:17][C:16]([F:19])=[CH:15][CH:14]=2)[C:5]([NH:8][C:9]([NH2:11])=[S:10])=[N:6][CH:7]=1.Cl[CH2:21][C:22](=O)[CH2:23][N:24]1[CH2:29][CH2:28][N:27]([C:30]([O:32][C:33]([CH3:36])([CH3:35])[CH3:34])=[O:31])[CH2:26][C:25]1=[O:37].CCN(C(C)C)C(C)C, predict the reaction product. The product is: [Br:1][C:2]1[CH:3]=[C:4]([O:12][C:13]2[CH:18]=[CH:17][C:16]([F:19])=[CH:15][CH:14]=2)[C:5]([NH:8][C:9]2[S:10][CH:21]=[C:22]([CH2:23][N:24]3[CH2:29][CH2:28][N:27]([C:30]([O:32][C:33]([CH3:35])([CH3:34])[CH3:36])=[O:31])[CH2:26][C:25]3=[O:37])[N:11]=2)=[N:6][CH:7]=1. (2) Given the reactants C(OCC)C.Br[C:7]1[C:11](OC)([CH3:12])[CH2:10][CH2:9][C:8]=1[CH3:15].C([Li])CCC.[CH:21](=[C:25]1[CH:29]=[CH:28][CH:27]=[CH:26]1)[CH2:22][CH2:23][CH3:24], predict the reaction product. The product is: [C:25]1([CH:21]([C:7]2[C:11]([CH3:12])=[CH:10][CH2:9][C:8]=2[CH3:15])[CH2:22][CH2:23][CH3:24])[CH:26]=[CH:27][CH2:28][CH:29]=1. (3) Given the reactants [CH:1]1([N:4]2[C:13]3[C:8](=[CH:9][C:10]([F:24])=[C:11]([N:15]4[CH2:20][CH2:19][CH:18]([NH2:21])[C:17]([CH3:23])([CH3:22])[CH2:16]4)[C:12]=3[CH3:14])[C:7](=[O:25])[C:6]([C:26]([OH:28])=[O:27])=[CH:5]2)[CH2:3][CH2:2]1.[CH3:29][S:30]([OH:33])(=[O:32])=[O:31], predict the reaction product. The product is: [CH3:29][S:30]([OH:33])(=[O:32])=[O:31].[CH:1]1([N:4]2[C:13]3[C:8](=[CH:9][C:10]([F:24])=[C:11]([N:15]4[CH2:20][CH2:19][CH:18]([NH2:21])[C:17]([CH3:22])([CH3:23])[CH2:16]4)[C:12]=3[CH3:14])[C:7](=[O:25])[C:6]([C:26]([OH:28])=[O:27])=[CH:5]2)[CH2:3][CH2:2]1. (4) Given the reactants B(Br)(Br)Br.[Cl:5][C:6]1[CH:15]=[C:14]2[C:9]([CH2:10][CH2:11][N:12]([C:17]3[CH:18]=[N:19][CH:20]=[CH:21][C:22]=3[CH3:23])[C:13]2=[O:16])=[CH:8][C:7]=1[O:24]C.CO, predict the reaction product. The product is: [Cl:5][C:6]1[CH:15]=[C:14]2[C:9]([CH2:10][CH2:11][N:12]([C:17]3[CH:18]=[N:19][CH:20]=[CH:21][C:22]=3[CH3:23])[C:13]2=[O:16])=[CH:8][C:7]=1[OH:24]. (5) The product is: [Cl:1][C:2]1[C:28]([F:29])=[CH:27][CH:26]=[C:25]([F:30])[C:3]=1[CH2:4][N:5]1[C:9]2=[N:10][C:11]([C:14]3[CH:23]=[CH:22][C:17]([C:18]([OH:20])=[O:19])=[C:16]([F:24])[CH:15]=3)=[CH:12][CH:13]=[C:8]2[N:7]=[N:6]1. Given the reactants [Cl:1][C:2]1[C:28]([F:29])=[CH:27][CH:26]=[C:25]([F:30])[C:3]=1[CH2:4][N:5]1[C:9]2=[N:10][C:11]([C:14]3[CH:23]=[CH:22][C:17]([C:18]([O:20]C)=[O:19])=[C:16]([F:24])[CH:15]=3)=[CH:12][CH:13]=[C:8]2[N:7]=[N:6]1.[OH-].[Na+].Cl, predict the reaction product.